This data is from Full USPTO retrosynthesis dataset with 1.9M reactions from patents (1976-2016). The task is: Predict the reactants needed to synthesize the given product. (1) Given the product [N:1]12[CH2:8][CH2:7][CH:4]([CH2:5][CH2:6]1)[C@H:3]([NH:9][CH2:10][CH2:11][N:12]1[C:20]3[C:15](=[CH:16][CH:17]=[CH:18][C:19]=3[C:21]([O-:23])=[O:22])[CH:14]=[N:13]1)[CH2:2]2.[Li+:27], predict the reactants needed to synthesize it. The reactants are: [N:1]12[CH2:8][CH2:7][CH:4]([CH2:5][CH2:6]1)[C@H:3]([NH:9][CH2:10][CH2:11][N:12]1[C:20]3[C:15](=[CH:16][CH:17]=[CH:18][C:19]=3[C:21]([O:23]C)=[O:22])[CH:14]=[N:13]1)[CH2:2]2.O.[OH-].[Li+:27].O.CO. (2) Given the product [CH3:19][CH:20]([CH3:25])[CH2:21][C:22]([NH:12][C:10]1[S:11][C:7]([C:4]2[N:3]=[C:2]([CH3:1])[O:6][N:5]=2)=[C:8]([C:13]2[CH:14]=[CH:15][CH:16]=[CH:17][CH:18]=2)[N:9]=1)=[O:23], predict the reactants needed to synthesize it. The reactants are: [CH3:1][C:2]1[O:6][N:5]=[C:4]([C:7]2[S:11][C:10]([NH2:12])=[N:9][C:8]=2[C:13]2[CH:18]=[CH:17][CH:16]=[CH:15][CH:14]=2)[N:3]=1.[CH3:19][CH:20]([CH3:25])[CH2:21][C:22](Cl)=[O:23]. (3) The reactants are: [CH3:1][C:2]1[CH:13]=[CH:12][C:5]2[NH:6][C:7](=[O:11])[O:8][C:9](=[O:10])[C:4]=2[CH:3]=1.[H-].[Na+].[F:16][C:17]1[CH:24]=[CH:23][C:20]([CH2:21]Br)=[CH:19][CH:18]=1. Given the product [F:16][C:17]1[CH:24]=[CH:23][C:20]([CH2:21][N:6]2[C:5]3[CH:12]=[CH:13][C:2]([CH3:1])=[CH:3][C:4]=3[C:9](=[O:10])[O:8][C:7]2=[O:11])=[CH:19][CH:18]=1, predict the reactants needed to synthesize it. (4) Given the product [CH3:32][C:33]1[CH:34]=[C:35]([C:12]2[N:17]=[C:16]3[N:18]([CH2:21][C:22]4[CH:23]=[C:24]5[C:29](=[CH:30][CH:31]=4)[N:28]=[CH:27][CH:26]=[CH:25]5)[N:19]=[N:20][C:15]3=[CH:14][CH:13]=2)[S:36][CH:37]=1, predict the reactants needed to synthesize it. The reactants are: FC1C=C([C:12]2[N:17]=[C:16]3[N:18]([CH2:21][C:22]4[CH:23]=[C:24]5[C:29](=[CH:30][CH:31]=4)[N:28]=[CH:27][CH:26]=[CH:25]5)[N:19]=[N:20][C:15]3=[CH:14][CH:13]=2)C=CC=1C(NC)=O.[CH3:32][C:33]1[CH:34]=[C:35](B(O)O)[S:36][CH:37]=1.C(=O)([O-])[O-].[K+].[K+].O1CCOCC1. (5) Given the product [I:40][C:41]1[CH:46]=[CH:45][C:44]([O:11][CH2:10][CH:9]([NH:8][C:6]([O:5][C:1]([CH3:4])([CH3:2])[CH3:3])=[O:7])[CH2:12][C:13]2[CH:18]=[CH:17][CH:16]=[C:15]([C:19]#[N:20])[CH:14]=2)=[CH:43][CH:42]=1, predict the reactants needed to synthesize it. The reactants are: [C:1]([O:5][C:6]([NH:8][CH:9]([CH2:12][C:13]1[CH:18]=[CH:17][CH:16]=[C:15]([C:19]#[N:20])[CH:14]=1)[CH2:10][OH:11])=[O:7])([CH3:4])([CH3:3])[CH3:2].C1C=CC(P(C2C=CC=CC=2)C2C=CC=CC=2)=CC=1.[I:40][C:41]1[CH:46]=[CH:45][C:44](O)=[CH:43][CH:42]=1.CCOC(/N=N/C(OCC)=O)=O. (6) Given the product [Br:3][C:4]1[CH:9]=[N:8][CH:7]=[C:6]([C:10]([O:13][CH3:15])([CH3:11])[CH3:12])[CH:5]=1, predict the reactants needed to synthesize it. The reactants are: [H-].[Na+].[Br:3][C:4]1[CH:5]=[C:6]([C:10]([OH:13])([CH3:12])[CH3:11])[CH:7]=[N:8][CH:9]=1.I[CH3:15].O.